From a dataset of Full USPTO retrosynthesis dataset with 1.9M reactions from patents (1976-2016). Predict the reactants needed to synthesize the given product. Given the product [CH2:29]([O:28][C:26]([N:12]1[CH:11]([C:13]([OH:15])=[O:14])[CH2:10][S:9][C@@H:8]1[C:6]1[CH:5]=[CH:4][N:3]=[C:2]([OH:1])[CH:7]=1)=[O:27])[C:30]1[CH:35]=[CH:34][CH:33]=[CH:32][CH:31]=1, predict the reactants needed to synthesize it. The reactants are: [OH:1][C:2]1[CH:7]=[C:6]([C@@H:8]2[NH:12][CH:11]([C:13]([OH:15])=[O:14])[CH2:10][S:9]2)[CH:5]=[CH:4][N:3]=1.CCN(C(C)C)C(C)C.Cl[C:26]([O:28][CH2:29][C:30]1[CH:35]=[CH:34][CH:33]=[CH:32][CH:31]=1)=[O:27].